This data is from Reaction yield outcomes from USPTO patents with 853,638 reactions. The task is: Predict the reaction yield, written as a fraction of the theoretical maximum amount of product (1.0 means a 100% yield; for example, 0.34 means a 34% yield). (1) The reactants are [CH3:1][O:2][C:3]1[C:8]2[N:9]=[C:10]([NH:12][C:13]([C:15]3[S:16][C:17]([CH3:20])=[CH:18][CH:19]=3)=[O:14])[S:11][C:7]=2[CH:6]=[CH:5][CH:4]=1.[I:21]Cl.C([O-])(=O)C.[Na+].COC(=O)NC1SC2C=CC=C(OC)C=2N=1. The catalyst is C(O)(=O)C. The product is [I:21][C:6]1[C:7]2[S:11][C:10]([NH:12][C:13]([C:15]3[S:16][C:17]([CH3:20])=[CH:18][CH:19]=3)=[O:14])=[N:9][C:8]=2[C:3]([O:2][CH3:1])=[CH:4][CH:5]=1. The yield is 0.930. (2) The reactants are CC(OC(/N=N/C(OC(C)C)=O)=O)C.[C:15]1(=[O:25])[C:23]2[C:18](=[CH:19][CH:20]=[CH:21][CH:22]=2)[C:17](=[O:24])[NH:16]1.[F:26][C:27]([F:42])([F:41])[O:28][CH:29]1[CH2:32][N:31]([C:33]2[N:38]=[CH:37][N:36]=[C:35]([CH2:39]O)[CH:34]=2)[CH2:30]1.C1C=CC(P(C2C=CC=CC=2)C2C=CC=CC=2)=CC=1. The catalyst is O1CCCC1. The product is [F:42][C:27]([F:26])([F:41])[O:28][CH:29]1[CH2:32][N:31]([C:33]2[N:38]=[CH:37][N:36]=[C:35]([CH2:39][N:16]3[C:17](=[O:24])[C:18]4[C:23](=[CH:22][CH:21]=[CH:20][CH:19]=4)[C:15]3=[O:25])[CH:34]=2)[CH2:30]1. The yield is 0.950. (3) The reactants are [C:1]([O:5][C:6](=[O:25])[CH2:7][CH:8]([N+:22]([O-])=O)[CH:9]([OH:21])[CH2:10][O:11][CH2:12][C:13]1[C:18]([Cl:19])=[CH:17][CH:16]=[CH:15][C:14]=1[Cl:20])([CH3:4])([CH3:3])[CH3:2]. The catalyst is [Ni].CO. The product is [NH2:22][CH:8]([CH:9]([OH:21])[CH2:10][O:11][CH2:12][C:13]1[C:14]([Cl:20])=[CH:15][CH:16]=[CH:17][C:18]=1[Cl:19])[CH2:7][C:6]([O:5][C:1]([CH3:3])([CH3:2])[CH3:4])=[O:25]. The yield is 1.00.